This data is from HIV replication inhibition screening data with 41,000+ compounds from the AIDS Antiviral Screen. The task is: Binary Classification. Given a drug SMILES string, predict its activity (active/inactive) in a high-throughput screening assay against a specified biological target. (1) The compound is O=C(CCC[n+]1ccccc1)CC(O)(C(F)(F)F)C(F)(F)F. The result is 0 (inactive). (2) The molecule is CC(NC(=O)C(OC(=O)C(C)NC(=O)OC(C)(C)C)C(C)C)C(=O)OC(C(=O)O)C(C)C. The result is 0 (inactive). (3) The drug is COc1ccc(C)cc1S(=O)(=O)c1c(Cl)cccc1[N+](=O)[O-]. The result is 1 (active). (4) The molecule is O=c1c2ccccc2[se]n1-c1ccc(Cl)cc1. The result is 1 (active). (5) The compound is COC(=O)N1c2c(ccc3c2OCO3)C23C4CN5CCCC(CCC12C(=O)OC)(CC4=O)C53. The result is 0 (inactive). (6) The molecule is CC(C)C1ON1C(C)c1ccccc1. The result is 0 (inactive).